Dataset: Full USPTO retrosynthesis dataset with 1.9M reactions from patents (1976-2016). Task: Predict the reactants needed to synthesize the given product. (1) Given the product [C:8]([S:7][CH2:6][C@@:5]([CH3:15])([C:12]([OH:14])=[O:13])[NH2:4])([CH3:11])([CH3:9])[CH3:10], predict the reactants needed to synthesize it. The reactants are: C([NH:4][C@:5]([CH3:15])([C:12]([OH:14])=[O:13])[CH2:6][S:7][C:8]([CH3:11])([CH3:10])[CH3:9])(=O)N. (2) Given the product [O:12]=[C:8]1[CH2:7][CH2:6][CH2:5][C:4]2[CH:3]=[C:2]([O:1][S:13]([C:16]([F:19])([F:18])[F:17])(=[O:15])=[O:14])[CH:11]=[CH:10][C:9]1=2, predict the reactants needed to synthesize it. The reactants are: [OH:1][C:2]1[CH:3]=[C:4]2[C:9](=[CH:10][CH:11]=1)[C:8](=[O:12])[CH2:7][CH2:6][CH2:5]2.[S:13](O[S:13]([C:16]([F:19])([F:18])[F:17])(=[O:15])=[O:14])([C:16]([F:19])([F:18])[F:17])(=[O:15])=[O:14].